From a dataset of Peptide-MHC class I binding affinity with 185,985 pairs from IEDB/IMGT. Regression. Given a peptide amino acid sequence and an MHC pseudo amino acid sequence, predict their binding affinity value. This is MHC class I binding data. The peptide sequence is YADSVKGR. The MHC is HLA-A11:01 with pseudo-sequence HLA-A11:01. The binding affinity (normalized) is 0.